Predict which catalyst facilitates the given reaction. From a dataset of Catalyst prediction with 721,799 reactions and 888 catalyst types from USPTO. (1) Reactant: C[Si](C)(C)N[Si](C)(C)C.C([Li])CCC.[Cl:15][C:16]1[CH:17]=[C:18]([CH2:24][C:25]([N:27]([C@H:29]([CH3:38])[C@H:30]([OH:37])[C:31]2[CH:36]=[CH:35][CH:34]=[CH:33][CH:32]=2)[CH3:28])=[O:26])[CH:19]=[CH:20][C:21]=1[S:22][CH3:23].I[CH2:40][C@@H:41]1[CH2:61][CH2:60][C:43]2([O:47][C@@H:46]([C:48]3[CH:53]=[CH:52][CH:51]=[CH:50][CH:49]=3)[C@H:45]([C:54]3[CH:59]=[CH:58][CH:57]=[CH:56][CH:55]=3)[O:44]2)[CH2:42]1.CN1CCCN(C)C1=O.[Cl-].[NH4+]. Product: [Cl:15][C:16]1[CH:17]=[C:18]([C@@H:24]([CH2:40][C@@H:41]2[CH2:61][CH2:60][C:43]3([O:47][C@@H:46]([C:48]4[CH:53]=[CH:52][CH:51]=[CH:50][CH:49]=4)[C@H:45]([C:54]4[CH:59]=[CH:58][CH:57]=[CH:56][CH:55]=4)[O:44]3)[CH2:42]2)[C:25]([N:27]([C@H:29]([CH3:38])[C@H:30]([OH:37])[C:31]2[CH:32]=[CH:33][CH:34]=[CH:35][CH:36]=2)[CH3:28])=[O:26])[CH:19]=[CH:20][C:21]=1[S:22][CH3:23]. The catalyst class is: 207. (2) Reactant: [CH3:1][O:2][C:3]1[CH:11]=[CH:10][C:6]([C:7]([OH:9])=O)=[CH:5][C:4]=1[N+:12]([O-:14])=[O:13].[C:15]1([C:21]2[S:25][C:24]([NH2:26])=[N:23][N:22]=2)[CH:20]=[CH:19][CH:18]=[CH:17][CH:16]=1.F[P-](F)(F)(F)(F)F.N1(O[P+](N2CCCC2)(N2CCCC2)N2CCCC2)C2C=CC=CC=2N=N1.C(N(CC)C(C)C)(C)C. Product: [CH3:1][O:2][C:3]1[CH:11]=[CH:10][C:6]([C:7]([NH:26][C:24]2[S:25][C:21]([C:15]3[CH:20]=[CH:19][CH:18]=[CH:17][CH:16]=3)=[N:22][N:23]=2)=[O:9])=[CH:5][C:4]=1[N+:12]([O-:14])=[O:13]. The catalyst class is: 18.